From a dataset of Full USPTO retrosynthesis dataset with 1.9M reactions from patents (1976-2016). Predict the reactants needed to synthesize the given product. Given the product [F:32][C:29]([F:30])([F:31])[C:27]1[CH:28]=[C:23]([CH:24]=[C:25]([C:33]([F:34])([F:36])[F:35])[CH:26]=1)[CH2:22][N:18]1[CH2:19][CH2:20][CH2:21][CH:16]([C:14]2[CH:15]=[C:10]([CH:5]([CH2:6][CH:7]([CH3:9])[CH3:8])[C:4]([OH:47])=[O:3])[CH:11]=[C:12]([C:37]3[CH:42]=[CH:41][C:40]([C:43]([F:46])([F:44])[F:45])=[CH:39][CH:38]=3)[CH:13]=2)[CH2:17]1, predict the reactants needed to synthesize it. The reactants are: C([O:3][C:4](=[O:47])[CH:5]([C:10]1[CH:11]=[C:12]([C:37]2[CH:42]=[CH:41][C:40]([C:43]([F:46])([F:45])[F:44])=[CH:39][CH:38]=2)[CH:13]=[C:14]([CH:16]2[CH2:21][CH2:20][CH2:19][N:18]([CH2:22][C:23]3[CH:28]=[C:27]([C:29]([F:32])([F:31])[F:30])[CH:26]=[C:25]([C:33]([F:36])([F:35])[F:34])[CH:24]=3)[CH2:17]2)[CH:15]=1)[CH2:6][CH:7]([CH3:9])[CH3:8])C.[OH-].[K+].